From a dataset of Forward reaction prediction with 1.9M reactions from USPTO patents (1976-2016). Predict the product of the given reaction. (1) The product is: [CH2:1]([N:8]1[CH2:13][CH2:12][CH:11]([N:14]([CH2:15][C:16]2[N:17]=[CH:18][NH:19][CH:20]=2)[C:21](=[O:22])[O:23][C:24]([CH3:27])([CH3:26])[CH3:25])[CH2:10][CH2:9]1)[C:2]1[CH:3]=[CH:4][CH:5]=[CH:6][CH:7]=1. Given the reactants [CH2:1]([N:8]1[CH2:13][CH2:12][CH:11]([NH:14][CH2:15][C:16]2[N:17]=[CH:18][NH:19][CH:20]=2)[CH2:10][CH2:9]1)[C:2]1[CH:7]=[CH:6][CH:5]=[CH:4][CH:3]=1.[C:21](O[C:21]([O:23][C:24]([CH3:27])([CH3:26])[CH3:25])=[O:22])([O:23][C:24]([CH3:27])([CH3:26])[CH3:25])=[O:22].O.NN, predict the reaction product. (2) The product is: [CH2:37]([O:41][C:6]1[N:14]=[C:13]2[C:9]([N:10]=[C:11]([O:27][CH3:28])[N:12]2[CH2:15][CH2:16][CH2:17][CH2:18][CH:19]2[CH2:24][CH2:23][O:22][C:21]([CH3:26])([CH3:25])[CH2:20]2)=[C:8]([NH2:29])[N:7]=1)[CH2:38][CH2:39][CH3:40]. Given the reactants C(N[C:6]1[N:14]=[C:13]2[C:9]([N:10]=[C:11]([O:27][CH3:28])[N:12]2[CH2:15][CH2:16][CH2:17][CH2:18][CH:19]2[CH2:24][CH2:23][O:22][C:21]([CH3:26])([CH3:25])[CH2:20]2)=[C:8]([NH2:29])[N:7]=1)CCC.FC(F)(F)C(O)=O.[CH2:37]([O:41]C1NC(N)=C2C(N=1)=NC(OC)=N2)[CH2:38][CH2:39][CH3:40].BrCCCCC1CCOC(C)(C)C1, predict the reaction product. (3) The product is: [OH:1][CH:23]1[O:20][C:19](=[O:21])[C:18]([C:25]2[CH:30]=[CH:29][CH:28]=[CH:27][CH:26]=2)([C:12]2[CH:17]=[CH:16][CH:15]=[CH:14][CH:13]=2)[CH2:22]1. Given the reactants [OH:1]C1CC2(CCCC2)C(=O)O1.[C:12]1([C:18]([C:25]2[CH:30]=[CH:29][CH:28]=[CH:27][CH:26]=2)([CH2:22][CH:23]=C)[C:19]([OH:21])=[O:20])[CH:17]=[CH:16][CH:15]=[CH:14][CH:13]=1.C(C1(C(O)=O)CCCC1)C=C, predict the reaction product. (4) Given the reactants O[C:2]([C:5]1[C:10]([O:11][CH3:12])=[CH:9][CH:8]=[CH:7][C:6]=1[OH:13])([CH3:4])[CH3:3].O.C([O-])=O.[NH4+], predict the reaction product. The product is: [CH:2]([C:5]1[C:10]([O:11][CH3:12])=[CH:9][CH:8]=[CH:7][C:6]=1[OH:13])([CH3:4])[CH3:3]. (5) Given the reactants [C:1]([CH2:4][CH2:5][N:6]([CH2:50][CH3:51])[CH2:7][CH2:8][NH:9][C:10]([C@:12]12[CH2:46][CH2:45][C@@H:44]([C:47]([CH3:49])=[CH2:48])[C@@H:13]1[C@@H:14]1[C@@:27]([CH3:30])([CH2:28][CH2:29]2)[C@@:26]2([CH3:31])[C@@H:17]([C@:18]3([CH3:43])[C@@H:23]([CH2:24][CH2:25]2)[C:22]([CH3:33])([CH3:32])[C:21]([C:34]2[CH:42]=[CH:41][C:37]([C:38]([OH:40])=[O:39])=[CH:36][CH:35]=2)=[CH:20][CH2:19]3)[CH2:16][CH2:15]1)=[O:11])([OH:3])=[O:2].I[CH:53](C)C, predict the reaction product. The product is: [C:1]([CH2:4][CH2:5][N:6]([CH:50]([CH3:53])[CH3:51])[CH2:7][CH2:8][NH:9][C:10]([C@:12]12[CH2:46][CH2:45][C@@H:44]([C:47]([CH3:49])=[CH2:48])[C@@H:13]1[C@@H:14]1[C@@:27]([CH3:30])([CH2:28][CH2:29]2)[C@@:26]2([CH3:31])[C@@H:17]([C@:18]3([CH3:43])[C@@H:23]([CH2:24][CH2:25]2)[C:22]([CH3:33])([CH3:32])[C:21]([C:34]2[CH:42]=[CH:41][C:37]([C:38]([OH:40])=[O:39])=[CH:36][CH:35]=2)=[CH:20][CH2:19]3)[CH2:16][CH2:15]1)=[O:11])([OH:3])=[O:2]. (6) Given the reactants [CH3:1][C:2]([C:4]1[CH:9]=[CH:8][C:7](F)=[C:6]([C:11]([F:14])([F:13])[F:12])[CH:5]=1)=[O:3].[CH3:15][O:16][CH2:17][CH2:18][NH:19][CH3:20].C(=O)([O-])[O-].[K+].[K+], predict the reaction product. The product is: [CH3:15][O:16][CH2:17][CH2:18][N:19]([CH3:20])[C:7]1[CH:8]=[CH:9][C:4]([C:2](=[O:3])[CH3:1])=[CH:5][C:6]=1[C:11]([F:14])([F:13])[F:12]. (7) Given the reactants [F:1][C:2]1[CH:7]=[CH:6][C:5]([N:8]2[C:13](=[O:14])[C:12]([O:15]S(C3C=CC(C)=CC=3)(=O)=O)=[C:11]([C:26]3[CH:31]=[CH:30][C:29]([S:32]([CH3:35])(=[O:34])=[O:33])=[CH:28][CH:27]=3)[CH:10]=[N:9]2)=[CH:4][CH:3]=1.[CH2:36]1[CH2:38][CH:37]1[CH2:39][CH2:40]O.N, predict the reaction product. The product is: [F:1][C:2]1[CH:3]=[CH:4][C:5]([N:8]2[C:13](=[O:14])[C:12]([O:15][CH2:40][CH2:39][CH:37]3[CH2:38][CH2:36]3)=[C:11]([C:26]3[CH:27]=[CH:28][C:29]([S:32]([CH3:35])(=[O:34])=[O:33])=[CH:30][CH:31]=3)[CH:10]=[N:9]2)=[CH:6][CH:7]=1. (8) Given the reactants [Cl:1][C:2]1[CH:12]=[C:11]([O:13][CH2:14][CH:15]=[C:16]([Cl:18])[Cl:17])[CH:10]=[C:9]([Cl:19])[C:3]=1[CH2:4][O:5][CH2:6][CH2:7][OH:8].[F:20][C:21]([F:32])([F:31])[C:22]1[CH:30]=[CH:29][C:25]([C:26](O)=[O:27])=[CH:24][CH:23]=1.Cl.CN(C)CCCN=C=NCC, predict the reaction product. The product is: [Cl:1][C:2]1[CH:12]=[C:11]([O:13][CH2:14][CH:15]=[C:16]([Cl:17])[Cl:18])[CH:10]=[C:9]([Cl:19])[C:3]=1[CH2:4][O:5][CH2:6][CH2:7][O:8][C:26](=[O:27])[C:25]1[CH:29]=[CH:30][C:22]([C:21]([F:20])([F:31])[F:32])=[CH:23][CH:24]=1. (9) Given the reactants [CH3:1][C@H:2]1[CH2:6][CH2:5][CH2:4][N:3]1[C@H:7]1[CH2:11][CH2:10][N:9]([C:12]2[CH:13]=[C:14]3[C:19](=[CH:20][CH:21]=2)[CH2:18][NH:17][CH2:16][CH2:15]3)[CH2:8]1.Br[C:23]1[O:24][C:25]2[CH:31]=[CH:30][CH:29]=[CH:28][C:26]=2[N:27]=1, predict the reaction product. The product is: [O:24]1[C:25]2[CH:31]=[CH:30][CH:29]=[CH:28][C:26]=2[N:27]=[C:23]1[N:17]1[CH2:16][CH2:15][C:14]2[C:19](=[CH:20][CH:21]=[C:12]([N:9]3[CH2:10][CH2:11][C@H:7]([N:3]4[CH2:4][CH2:5][CH2:6][C@@H:2]4[CH3:1])[CH2:8]3)[CH:13]=2)[CH2:18]1. (10) The product is: [Cl:1][C:2]1[CH:3]=[C:4]([CH:7]=[CH:8][C:9]=1[Cl:10])[CH:5]=[N:15][CH2:14][CH:13]([O:16][CH3:17])[O:12][CH3:11]. Given the reactants [Cl:1][C:2]1[CH:3]=[C:4]([CH:7]=[CH:8][C:9]=1[Cl:10])[CH:5]=O.[CH3:11][O:12][CH:13]([O:16][CH3:17])[CH2:14][NH2:15], predict the reaction product.